From a dataset of Reaction yield outcomes from USPTO patents with 853,638 reactions. Predict the reaction yield, written as a fraction of the theoretical maximum amount of product (1.0 means a 100% yield; for example, 0.34 means a 34% yield). The product is [NH2:14][C@H:7]1[C:8]2[C:13](=[CH:12][CH:11]=[CH:10][CH:9]=2)[N:4]([C:1](=[O:3])[CH3:2])[C@@H:5]([CH2:26][O:27][Si:28]([C:31]([CH3:34])([CH3:33])[CH3:32])([CH3:30])[CH3:29])[C@@H:6]1[CH3:25]. The reactants are [C:1]([N:4]1[C:13]2[C:8](=[CH:9][CH:10]=[CH:11][CH:12]=2)[C@H:7]([NH:14]C(=O)OCC2C=CC=CC=2)[C@@H:6]([CH3:25])[C@@H:5]1[CH2:26][O:27][Si:28]([C:31]([CH3:34])([CH3:33])[CH3:32])([CH3:30])[CH3:29])(=[O:3])[CH3:2]. The catalyst is CO.[Pd]. The yield is 0.980.